From a dataset of Full USPTO retrosynthesis dataset with 1.9M reactions from patents (1976-2016). Predict the reactants needed to synthesize the given product. (1) Given the product [CH2:37]([N:22]([CH2:20][CH3:21])[CH2:23][CH2:24][NH:25][C:26]([C:28]1[C:32]([CH3:33])=[C:31]([CH:34]=[C:18]2[C:11]3[C:10]([NH:9][C:4]4[CH:5]=[CH:6][C:7]([F:8])=[C:2]([Cl:1])[CH:3]=4)=[N:15][CH:14]=[N:13][C:12]=3[NH:16][C:17]2=[O:19])[NH:30][C:29]=1[CH3:36])=[O:27])[CH3:38], predict the reactants needed to synthesize it. The reactants are: [Cl:1][C:2]1[CH:3]=[C:4]([NH:9][C:10]2[C:11]3[CH2:18][C:17](=[O:19])[NH:16][C:12]=3[N:13]=[CH:14][N:15]=2)[CH:5]=[CH:6][C:7]=1[F:8].[CH2:20]([N:22]([CH2:37][CH3:38])[CH2:23][CH2:24][NH:25][C:26]([C:28]1[C:32]([CH3:33])=[C:31]([CH:34]=O)[NH:30][C:29]=1[CH3:36])=[O:27])[CH3:21]. (2) The reactants are: [Cl-].[NH4+].[CH2:3]([O:10][C:11]1[CH:16]=[CH:15][C:14]([C@@H:17]([OH:27])[C@@H:18]([NH:20][C:21](=[O:26])[C:22]([F:25])([F:24])[F:23])[CH3:19])=[CH:13][C:12]=1[N+:28]([O-])=O)[C:4]1[CH:9]=[CH:8][CH:7]=[CH:6][CH:5]=1. Given the product [NH2:28][C:12]1[CH:13]=[C:14]([C@@H:17]([OH:27])[C@@H:18]([NH:20][C:21](=[O:26])[C:22]([F:23])([F:24])[F:25])[CH3:19])[CH:15]=[CH:16][C:11]=1[O:10][CH2:3][C:4]1[CH:5]=[CH:6][CH:7]=[CH:8][CH:9]=1, predict the reactants needed to synthesize it. (3) Given the product [CH3:1][C:2]1[CH:3]=[C:4]([CH:5]=[CH:20][N+:17]([O-:19])=[O:18])[CH:7]=[C:8]([CH3:11])[C:9]=1[OH:10], predict the reactants needed to synthesize it. The reactants are: [CH3:1][C:2]1[CH:3]=[C:4]([CH:7]=[C:8]([CH3:11])[C:9]=1[OH:10])[CH:5]=O.C([O-])(=O)C.[NH4+].[N+:17]([CH3:20])([O-:19])=[O:18]. (4) Given the product [Cl:1][C:2]1[CH:7]=[C:6]([C:15]#[C:16][C:17]2[CH:18]=[N:19][CH:20]=[C:21]([CH:24]=2)[C:22]#[N:23])[CH:5]=[CH:4][C:3]=1[O:9][CH3:10], predict the reactants needed to synthesize it. The reactants are: [Cl:1][C:2]1[CH:7]=[C:6](I)[CH:5]=[CH:4][C:3]=1[O:9][CH3:10].C[Si]([C:15]#[C:16][C:17]1[CH:18]=[N:19][CH:20]=[C:21]([CH:24]=1)[C:22]#[N:23])(C)C. (5) Given the product [Cl:23][C:4]1[CH:3]=[C:2]([C:26]2[CH:27]=[CH:28][CH:29]=[CH:30][N:25]=2)[S:6][C:5]=1[C:7]1[N:11]2[N:12]=[C:13]([CH3:21])[CH:14]=[C:15]([CH:16]([CH2:19][CH3:20])[CH2:17][CH3:18])[C:10]2=[N:9][C:8]=1[CH3:22], predict the reactants needed to synthesize it. The reactants are: Br[C:2]1[S:6][C:5]([C:7]2[N:11]3[N:12]=[C:13]([CH3:21])[CH:14]=[C:15]([CH:16]([CH2:19][CH3:20])[CH2:17][CH3:18])[C:10]3=[N:9][C:8]=2[CH3:22])=[C:4]([Cl:23])[CH:3]=1.[Br-].[N:25]1[CH:30]=[CH:29][CH:28]=[CH:27][C:26]=1[Zn+]. (6) Given the product [C:1]([NH:8][CH2:9][C:10]1[CH:15]=[CH:14][C:13]([N:16]2[CH2:20][CH:19]([CH2:21][NH:22][C:23]([C:25]3[S:26][C:27]([Cl:30])=[CH:28][CH:29]=3)=[O:24])[O:18][C:17]2=[O:31])=[CH:12][CH:11]=1)(=[O:3])[CH3:2], predict the reactants needed to synthesize it. The reactants are: [C:1](OC(=O)C)(=[O:3])[CH3:2].[NH2:8][CH2:9][C:10]1[CH:15]=[CH:14][C:13]([N:16]2[CH2:20][CH:19]([CH2:21][NH:22][C:23]([C:25]3[S:26][C:27]([Cl:30])=[CH:28][CH:29]=3)=[O:24])[O:18][C:17]2=[O:31])=[CH:12][CH:11]=1.CCOCC. (7) The reactants are: [CH3:1][O:2][C:3]([C:5]1[CH:10]=[CH:9][C:8]([C:11]2[C:12]([CH3:49])([CH3:48])[C@H:13]3[C@:26]([CH3:29])([CH2:27][CH:28]=2)[C@@H:25]2[C@:16]([CH3:47])([C@@:17]4([CH3:46])[C@H:22]([CH2:23][CH2:24]2)[C@H:21]2[C@H:30]([C:33]([CH3:35])=[CH2:34])[CH2:31][CH2:32][C@:20]2([C:36]([O:38][Si](C(C)(C)C)(C)C)=[O:37])[CH2:19][CH2:18]4)[CH2:15][CH2:14]3)=[CH:7][CH:6]=1)=[O:4].CCCC[N+](CCCC)(CCCC)CCCC.[F-]. Given the product [CH3:1][O:2][C:3]([C:5]1[CH:10]=[CH:9][C:8]([C:11]2[C:12]([CH3:49])([CH3:48])[C@H:13]3[C@:26]([CH3:29])([CH2:27][CH:28]=2)[C@@H:25]2[C@:16]([CH3:47])([C@@:17]4([CH3:46])[C@H:22]([CH2:23][CH2:24]2)[C@H:21]2[C@H:30]([C:33]([CH3:35])=[CH2:34])[CH2:31][CH2:32][C@:20]2([C:36]([OH:38])=[O:37])[CH2:19][CH2:18]4)[CH2:15][CH2:14]3)=[CH:7][CH:6]=1)=[O:4], predict the reactants needed to synthesize it.